This data is from Catalyst prediction with 721,799 reactions and 888 catalyst types from USPTO. The task is: Predict which catalyst facilitates the given reaction. (1) Reactant: [Cl:1][C:2]1[CH:10]=[C:9]([C:11]([NH:13][CH:14]([C:16]2[NH:20][C:19]3[CH:21]=[CH:22][C:23]([Cl:25])=[CH:24][C:18]=3[N:17]=2)[CH3:15])=[O:12])[CH:8]=[CH:7][C:3]=1[C:4](O)=[O:5].[OH:26][N:27]1[CH2:32][CH2:31][NH:30][CH2:29][CH2:28]1.C(N(C(C)C)CC)(C)C.ClCl. Product: [Cl:1][C:2]1[CH:10]=[C:9]([CH:8]=[CH:7][C:3]=1[C:4]([N:30]1[CH2:31][CH2:32][N:27]([OH:26])[CH2:28][CH2:29]1)=[O:5])[C:11]([NH:13][CH:14]([C:16]1[NH:20][C:19]2[CH:21]=[CH:22][C:23]([Cl:25])=[CH:24][C:18]=2[N:17]=1)[CH3:15])=[O:12]. The catalyst class is: 16. (2) Reactant: C(N1C=CN=C1)(N1C=CN=C1)=O.[Cl:13][C:14]1[CH:22]=[C:21]([Cl:23])[CH:20]=[CH:19][C:15]=1[C:16]([OH:18])=O.[Cl:24][C:25]1[N:30]=[CH:29][C:28]([S:31]([NH2:34])(=[O:33])=[O:32])=[CH:27][CH:26]=1.N12CCCN=C1CCCCC2. Product: [Cl:13][C:14]1[CH:22]=[C:21]([Cl:23])[CH:20]=[CH:19][C:15]=1[C:16]([NH:34][S:31]([C:28]1[CH:29]=[N:30][C:25]([Cl:24])=[CH:26][CH:27]=1)(=[O:32])=[O:33])=[O:18]. The catalyst class is: 4. (3) Product: [OH:1][CH:2]([C:24]1[C:25]([CH3:34])=[C:26]2[C:30](=[CH:31][CH:32]=1)[C:29](=[O:33])[O:28][CH2:27]2)[C:3]([N:6]1[CH2:7][CH2:8][C:9]2([C:13](=[O:14])[N:12]([C:15]3[CH2:16][O:17][C:18](=[O:21])[C:19]=3[CH3:20])[CH2:11][CH2:10]2)[CH2:22][CH2:23]1)([CH3:4])[CH3:5]. Reactant: [OH:1][CH:2]([C:24]1[C:25]([CH3:34])=[C:26]2[C:30](=[CH:31][CH:32]=1)[CH:29]([OH:33])[O:28][CH2:27]2)[C:3]([N:6]1[CH2:23][CH2:22][C:9]2([C:13](=[O:14])[N:12]([C:15]3[CH2:16][O:17][C:18](=[O:21])[C:19]=3[CH3:20])[CH2:11][CH2:10]2)[CH2:8][CH2:7]1)([CH3:5])[CH3:4].C1C=C[NH+]=CC=1.[O-][Cr](Cl)(=O)=O. The catalyst class is: 2.